This data is from Catalyst prediction with 721,799 reactions and 888 catalyst types from USPTO. The task is: Predict which catalyst facilitates the given reaction. (1) Reactant: CS(O[C@@H:6]1[CH2:11][CH2:10][CH2:9][CH2:8][C@H:7]1[O:12][C:13]1[CH:18]=[CH:17][C:16]([Br:19])=[CH:15][CH:14]=1)(=O)=O.[N-:20]=[N+:21]=[N-:22].[Na+]. Product: [Br:19][C:16]1[CH:17]=[CH:18][C:13]([O:12][C@@H:7]2[CH2:8][CH2:9][CH2:10][CH2:11][C@@H:6]2[N:20]=[N+:21]=[N-:22])=[CH:14][CH:15]=1. The catalyst class is: 35. (2) Reactant: [CH2:1]([NH:3][CH2:4][C:5]1[CH:10]=[C:9]([C:11]([O:13][CH2:14][CH3:15])=[O:12])[CH:8]=[CH:7][C:6]=1[C:16]1[CH:21]=[CH:20][CH:19]=[CH:18][CH:17]=1)[CH3:2].[O:22]1[CH2:27][CH2:26][C:25](=O)[CH2:24][CH2:23]1.C(O[BH-](OC(=O)C)OC(=O)C)(=O)C.[Na+]. Product: [CH2:1]([N:3]([CH2:4][C:5]1[CH:10]=[C:9]([C:11]([O:13][CH2:14][CH3:15])=[O:12])[CH:8]=[CH:7][C:6]=1[C:16]1[CH:21]=[CH:20][CH:19]=[CH:18][CH:17]=1)[CH:25]1[CH2:26][CH2:27][O:22][CH2:23][CH2:24]1)[CH3:2]. The catalyst class is: 15. (3) Reactant: [NH2:1][C@@H:2]1[CH2:6][CH2:5][N:4]([C:7]2[CH:36]=[CH:35][C:10]([C:11]([NH:13][C:14]3[CH:15]=[C:16]([C:28]4[CH:33]=[CH:32][C:31]([F:34])=[CH:30][CH:29]=4)[CH:17]=[CH:18][C:19]=3[NH:20][C:21](=[O:27])[O:22][C:23]([CH3:26])([CH3:25])[CH3:24])=[O:12])=[CH:9][CH:8]=2)[CH2:3]1.[CH3:37][S:38](Cl)(=[O:40])=[O:39].C([O-])(O)=O.[Na+]. Product: [F:34][C:31]1[CH:30]=[CH:29][C:28]([C:16]2[CH:17]=[CH:18][C:19]([NH:20][C:21](=[O:27])[O:22][C:23]([CH3:26])([CH3:25])[CH3:24])=[C:14]([NH:13][C:11](=[O:12])[C:10]3[CH:9]=[CH:8][C:7]([N:4]4[CH2:5][CH2:6][C@@H:2]([NH:1][S:38]([CH3:37])(=[O:40])=[O:39])[CH2:3]4)=[CH:36][CH:35]=3)[CH:15]=2)=[CH:33][CH:32]=1. The catalyst class is: 2. (4) Reactant: [F:1][C:2]1[CH:3]=[CH:4][C:5]2[N:9]=[CH:8][N:7]([C:10]3[N:18]=[C:17]4[C:13]([NH:14][C:15](=[O:29])[N:16]4[C@H:19]4[CH2:24][CH2:23][C@H:22]([C:25](OC)=[O:26])[CH2:21][CH2:20]4)=[CH:12][N:11]=3)[C:6]=2[CH:30]=1.C1COCC1.[H-].[H-].[H-].[H-].[Li+].[Al+3]. Product: [F:1][C:2]1[CH:3]=[CH:4][C:5]2[N:9]=[CH:8][N:7]([C:10]3[N:18]=[C:17]4[C:13]([NH:14][C:15](=[O:29])[N:16]4[C@H:19]4[CH2:20][CH2:21][C@H:22]([CH2:25][OH:26])[CH2:23][CH2:24]4)=[CH:12][N:11]=3)[C:6]=2[CH:30]=1. The catalyst class is: 2. (5) Reactant: [C:1]([O:5][C:6]([N:8]1[CH2:13][CH2:12][O:11][C@H:10]([C:14]2[CH:19]=[CH:18][CH:17]=[C:16]([Cl:20])[CH:15]=2)[CH2:9]1)=[O:7])([CH3:4])([CH3:3])[CH3:2].O1CCOCC1. Product: [C:1]([O:5][C:6]([N:8]1[CH2:13][CH2:12][O:11][C@H:10]([C:14]2[CH:19]=[CH:18][CH:17]=[C:16]([Cl:20])[CH:15]=2)[CH2:9]1)=[O:7])([CH3:4])([CH3:2])[CH3:3].[ClH:20].[Cl:20][C:16]1[CH:15]=[C:14]([C@H:10]2[O:11][CH2:12][CH2:13][NH:8][CH2:9]2)[CH:19]=[CH:18][CH:17]=1. The catalyst class is: 33. (6) Reactant: [C:1]([O:5][C:6]([NH:8][C@@H:9]([C:18]([OH:20])=O)[CH2:10][C:11]1[CH:16]=[CH:15][CH:14]=[CH:13][C:12]=1[F:17])=[O:7])([CH3:4])([CH3:3])[CH3:2].[CH2:21]([NH:28][CH2:29][C:30]([O:32][CH2:33][CH3:34])=[O:31])[C:22]1[CH:27]=[CH:26][CH:25]=[CH:24][CH:23]=1.CCN=C=NCCCN(C)C.Cl.C1C=CC2N(O)N=NC=2C=1. Product: [C:1]([O:5][C:6]([NH:8][C@@H:9]([C:18]([N:28]([CH2:21][C:22]1[CH:23]=[CH:24][CH:25]=[CH:26][CH:27]=1)[CH2:29][C:30]([O:32][CH2:33][CH3:34])=[O:31])=[O:20])[CH2:10][C:11]1[CH:16]=[CH:15][CH:14]=[CH:13][C:12]=1[F:17])=[O:7])([CH3:2])([CH3:3])[CH3:4]. The catalyst class is: 18. (7) Reactant: [C:1]1([C:7]2[O:8][CH:9]=[CH:10][CH:11]=2)[CH:6]=[CH:5][CH:4]=[CH:3][CH:2]=1.[Li]CCCC.[CH3:17][C:18]1([CH3:29])[C:22]([CH3:24])([CH3:23])[O:21][B:20](OC(C)C)[O:19]1. Product: [CH3:17][C:18]1([CH3:29])[C:22]([CH3:24])([CH3:23])[O:21][B:20]([C:9]2[O:8][C:7]([C:1]3[CH:2]=[CH:3][CH:4]=[CH:5][CH:6]=3)=[CH:11][CH:10]=2)[O:19]1. The catalyst class is: 7. (8) Reactant: Cl.Br[C:3]1[CH:8]=[CH:7][C:6]([C@:9]2([NH2:19])[C:14]3=[N:15][CH:16]=[CH:17][CH:18]=[C:13]3[O:12][CH2:11][CH2:10]2)=[CH:5][CH:4]=1.O1CCOCC1.[O-]P([O-])([O-])=O.[K+].[K+].[K+].[C:34]([C:36]1[CH:41]=[CH:40][C:39](B(O)O)=[CH:38][CH:37]=1)#[N:35]. Product: [NH2:19][C@@:9]1([C:6]2[CH:7]=[CH:8][C:3]([C:39]3[CH:40]=[CH:41][C:36]([C:34]#[N:35])=[CH:37][CH:38]=3)=[CH:4][CH:5]=2)[C:14]2=[N:15][CH:16]=[CH:17][CH:18]=[C:13]2[O:12][CH2:11][CH2:10]1. The catalyst class is: 6.